From a dataset of Reaction yield outcomes from USPTO patents with 853,638 reactions. Predict the reaction yield, written as a fraction of the theoretical maximum amount of product (1.0 means a 100% yield; for example, 0.34 means a 34% yield). (1) The reactants are CC(C)([O-])C.[K+].[Br-].[O:8]1[CH2:12][CH2:11][O:10][CH:9]1[CH2:13][CH2:14][P+](C1C=CC=CC=1)(C1C=CC=CC=1)C1C=CC=CC=1.O=[C:35]1[CH2:38][N:37]([C:39]([O:41][CH2:42][C:43]2[CH:48]=[CH:47][CH:46]=[CH:45][CH:44]=2)=[O:40])[CH2:36]1. The catalyst is CCOCC. The product is [O:10]1[CH2:11][CH2:12][O:8][CH:9]1[CH2:13][CH:14]=[C:35]1[CH2:36][N:37]([C:39]([O:41][CH2:42][C:43]2[CH:48]=[CH:47][CH:46]=[CH:45][CH:44]=2)=[O:40])[CH2:38]1. The yield is 0.150. (2) The catalyst is C1COCC1. The reactants are [Li]CCCC.[F:6][C:7]([F:20])([F:19])[C:8]1[CH:13]=[CH:12][C:11]([C:14]2[S:15][CH:16]=[CH:17][N:18]=2)=[CH:10][CH:9]=1.[N:21]1[CH:26]=[CH:25][C:24]([C:27](=[O:29])[CH3:28])=[CH:23][CH:22]=1. The yield is 0.800. The product is [N:21]1[CH:26]=[CH:25][C:24]([C:27]([C:16]2[S:15][C:14]([C:11]3[CH:10]=[CH:9][C:8]([C:7]([F:6])([F:19])[F:20])=[CH:13][CH:12]=3)=[N:18][CH:17]=2)([OH:29])[CH3:28])=[CH:23][CH:22]=1. (3) The catalyst is C(Cl)Cl. The reactants are [F:1][C:2]([F:7])([F:6])[C:3]([OH:5])=[O:4].[Cl:8][C:9]1[CH:14]=[CH:13][C:12]([CH2:15][NH:16][C:17]([C:19]2[N:20]=[C:21]([S:43][CH3:44])[N:22](C(C3C=CC=CC=3)(C3C=CC=CC=3)C3C=CC=CC=3)[CH:23]=2)=[O:18])=[C:11]([F:45])[C:10]=1[O:46][C:47]1[CH:52]=[C:51]([C:53]#[N:54])[CH:50]=[C:49]([Cl:55])[CH:48]=1.FC(F)(F)C(O)=O. The yield is 0.700. The product is [F:1][C:2]([F:7])([F:6])[C:3]([OH:5])=[O:4].[Cl:8][C:9]1[CH:14]=[CH:13][C:12]([CH2:15][NH:16][C:17]([C:19]2[N:20]=[C:21]([S:43][CH3:44])[NH:22][CH:23]=2)=[O:18])=[C:11]([F:45])[C:10]=1[O:46][C:47]1[CH:52]=[C:51]([C:53]#[N:54])[CH:50]=[C:49]([Cl:55])[CH:48]=1. (4) The reactants are [CH3:1][N:2]1[C:10]2[C@@:9]3([CH3:14])[C:11]([CH3:13])([CH3:12])[C@H:6]([CH2:7][CH2:8]3)[C:5]=2[C:4](=[O:15])[NH:3]1.[F:16][C:17]1[CH:24]=[CH:23][CH:22]=[CH:21][C:18]=1[CH2:19]Br. The catalyst is CN(C)C=O. The product is [F:16][C:17]1[CH:24]=[CH:23][CH:22]=[CH:21][C:18]=1[CH2:19][N:3]1[C:4](=[O:15])[C:5]2[C@@H:6]3[C:11]([CH3:12])([CH3:13])[C@@:9]([CH3:14])([CH2:8][CH2:7]3)[C:10]=2[N:2]1[CH3:1]. The yield is 0.420. (5) The reactants are Br.[NH2:2][C@H:3]1[CH2:12][C:11]2[CH:10]=[C:9]([OH:13])[CH:8]=[CH:7][C:6]=2[CH2:5][CH2:4]1.Cl[C:15]1[CH:24]=[CH:23][N:22]=[C:21]2[C:16]=1[CH2:17][CH2:18][C:19](=[O:25])[NH:20]2.C(=O)([O-])[O-].[Cs+].[Cs+]. The catalyst is CN(C=O)C. The product is [NH2:2][C@H:3]1[CH2:12][C:11]2[CH:10]=[C:9]([O:13][C:15]3[CH:24]=[CH:23][N:22]=[C:21]4[C:16]=3[CH2:17][CH2:18][C:19](=[O:25])[NH:20]4)[CH:8]=[CH:7][C:6]=2[CH2:5][CH2:4]1. The yield is 0.650.